Dataset: Forward reaction prediction with 1.9M reactions from USPTO patents (1976-2016). Task: Predict the product of the given reaction. (1) Given the reactants [CH3:1][O:2][C:3]1[CH:4]=[C:5]([CH:8]=[CH:9][C:10]=1[O:11][CH3:12])[CH:6]=O.[S:13]1[C:17]2[CH:18]=[CH:19][CH:20]=[CH:21][C:16]=2[N:15]=[C:14]1[CH2:22][C:23]#[N:24], predict the reaction product. The product is: [S:13]1[C:17]2[CH:18]=[CH:19][CH:20]=[CH:21][C:16]=2[N:15]=[C:14]1/[C:22](=[CH:6]/[C:5]1[CH:8]=[CH:9][C:10]([O:11][CH3:12])=[C:3]([O:2][CH3:1])[CH:4]=1)/[C:23]#[N:24]. (2) The product is: [F:13][C:10]1[CH:11]=[C:12]2[C:7](/[C:6](=[C:14](\[OH:28])/[C:15]3[CH:20]=[CH:19][C:18]([CH2:21][CH2:22][C:23]([O:25][CH2:26][CH3:27])=[O:24])=[CH:17][CH:16]=3)/[C:5](=[O:29])[NH:4]2)=[CH:8][CH:9]=1. Given the reactants C([N:4]1[C:12]2[C:7](=[CH:8][CH:9]=[C:10]([F:13])[CH:11]=2)/[C:6](=[C:14](\[OH:28])/[C:15]2[CH:20]=[CH:19][C:18]([CH2:21][CH2:22][C:23]([O:25][CH2:26][CH3:27])=[O:24])=[CH:17][CH:16]=2)/[C:5]1=[O:29])(=O)C.C[O-].[Na+].Cl, predict the reaction product.